This data is from Reaction yield outcomes from USPTO patents with 853,638 reactions. The task is: Predict the reaction yield, written as a fraction of the theoretical maximum amount of product (1.0 means a 100% yield; for example, 0.34 means a 34% yield). The product is [C:1]([O:4][C:5]1[CH:10]=[CH:9][CH:8]=[C:7]([C:11](=[O:12])[NH:28][C:26]2[S:27][C:23]([S:22][CH3:21])=[CH:24][N:25]=2)[CH:6]=1)(=[O:3])[CH3:2]. The reactants are [C:1]([O:4][C:5]1[CH:10]=[CH:9][CH:8]=[C:7]([C:11](Cl)=[O:12])[CH:6]=1)(=[O:3])[CH3:2].C(N(CC)CC)C.[CH3:21][S:22][C:23]1[S:27][C:26]([NH2:28])=[N:25][CH:24]=1. The catalyst is C1COCC1. The yield is 0.650.